From a dataset of Forward reaction prediction with 1.9M reactions from USPTO patents (1976-2016). Predict the product of the given reaction. (1) Given the reactants C[O:2][C:3]([C@@H:5]1[CH2:14][C:13]2[CH:12]=[C:11]3[O:15][CH2:16][C@H:17]([C:19]4[CH:24]=[CH:23][C:22]([OH:25])=[CH:21][CH:20]=4)[O:18][C:10]3=[CH:9][C:8]=2[CH2:7][N:6]1[C@H:26]([C:29]1[CH:34]=[CH:33][CH:32]=[CH:31][CH:30]=1)[CH2:27][CH3:28])=[O:4].[Cl:35][C:36]1[CH:37]=[C:38]([CH:41]=[CH:42][CH:43]=1)[CH2:39]Br, predict the reaction product. The product is: [Cl:35][C:36]1[CH:37]=[C:38]([CH:41]=[CH:42][CH:43]=1)[CH2:39][O:25][C:22]1[CH:23]=[CH:24][C:19]([C@H:17]2[CH2:16][O:15][C:11]3=[CH:12][C:13]4[CH2:14][C@@H:5]([C:3]([OH:2])=[O:4])[N:6]([C@H:26]([C:29]5[CH:34]=[CH:33][CH:32]=[CH:31][CH:30]=5)[CH2:27][CH3:28])[CH2:7][C:8]=4[CH:9]=[C:10]3[O:18]2)=[CH:20][CH:21]=1. (2) Given the reactants [CH3:1][S:2][C:3]1[C:8]2[CH:9]=[C:10]3[N:14]([C:7]=2[CH:6]=[CH:5][N:4]=1)[CH2:13][CH2:12][C:11]3=[O:15].Br[CH2:17][C:18]([O:20][CH3:21])=[O:19], predict the reaction product. The product is: [OH:15][C:11]1([CH2:17][C:18]([O:20][CH3:21])=[O:19])[C:10]2[N:14]([C:7]3[CH:6]=[CH:5][N:4]=[C:3]([S:2][CH3:1])[C:8]=3[CH:9]=2)[CH2:13][CH2:12]1. (3) Given the reactants [N:1]1[C:10]2[C:5](=[CH:6][CH:7]=[CH:8][CH:9]=2)[CH:4]=[C:3]([CH2:11]O)[CH:2]=1.[Br:13]P(Br)Br, predict the reaction product. The product is: [Br:13][CH2:11][C:3]1[CH:2]=[N:1][C:10]2[C:5]([CH:4]=1)=[CH:6][CH:7]=[CH:8][CH:9]=2. (4) Given the reactants [CH2:1]([O:3][C:4](=[O:16])[C:5]1[CH:10]=[CH:9][CH:8]=[C:7]([S:11][CH2:12][C:13](=O)[CH3:14])[CH:6]=1)[CH3:2].Cl.[Cl:18][C:19]1[C:20]([F:27])=[C:21]([NH:25]N)[CH:22]=[CH:23][CH:24]=1, predict the reaction product. The product is: [CH2:1]([O:3][C:4](=[O:16])[C:5]1[CH:10]=[CH:9][CH:8]=[C:7]([S:11][C:12]2[C:22]3[C:21](=[C:20]([F:27])[C:19]([Cl:18])=[CH:24][CH:23]=3)[NH:25][C:13]=2[CH3:14])[CH:6]=1)[CH3:2].